This data is from Full USPTO retrosynthesis dataset with 1.9M reactions from patents (1976-2016). The task is: Predict the reactants needed to synthesize the given product. (1) Given the product [N:13]1[CH:14]=[CH:15][CH:16]=[C:11]([N:3]2[CH2:4][CH:5]3[CH2:9][CH:1]([CH2:8][NH:7][CH2:6]3)[CH2:2]2)[CH:12]=1, predict the reactants needed to synthesize it. The reactants are: [CH:1]12[CH2:9][CH:5]([CH2:6][NH:7][CH2:8]1)[CH2:4][NH:3][CH2:2]2.Br[C:11]1[CH:12]=[N:13][CH:14]=[CH:15][CH:16]=1.C1C=CC(P(C2C(C3C(P(C4C=CC=CC=4)C4C=CC=CC=4)=CC=C4C=3C=CC=C4)=C3C(C=CC=C3)=CC=2)C2C=CC=CC=2)=CC=1.CC([O-])(C)C.[Na+]. (2) Given the product [CH3:27][O:28][C:29]1[N:30]=[CH:31][C:32]([C:2]2[CH:11]=[CH:10][C:9]3[N:8]=[CH:7][C:6]4[N:12]([CH3:26])[C:13](=[O:25])[N:14]([C:15]5[C:16]([CH3:24])=[N:17][N:18]([CH2:20][C:21]([OH:23])=[O:22])[CH:19]=5)[C:5]=4[C:4]=3[CH:3]=2)=[CH:33][CH:34]=1, predict the reactants needed to synthesize it. The reactants are: Br[C:2]1[CH:11]=[CH:10][C:9]2[N:8]=[CH:7][C:6]3[N:12]([CH3:26])[C:13](=[O:25])[N:14]([C:15]4[C:16]([CH3:24])=[N:17][N:18]([CH2:20][C:21]([OH:23])=[O:22])[CH:19]=4)[C:5]=3[C:4]=2[CH:3]=1.[CH3:27][O:28][C:29]1[CH:34]=[CH:33][C:32](B(O)O)=[CH:31][N:30]=1. (3) Given the product [CH2:8]([O:15][C:16](=[O:17])[NH:1][C@H:2]([CH2:6][OH:7])[CH:3]([CH3:5])[CH3:4])[C:9]1[CH:14]=[CH:13][CH:12]=[CH:11][CH:10]=1, predict the reactants needed to synthesize it. The reactants are: [NH2:1][C@H:2]([CH2:6][OH:7])[CH:3]([CH3:5])[CH3:4].[CH2:8]([O:15][C:16](Cl)=[O:17])[C:9]1[CH:14]=[CH:13][CH:12]=[CH:11][CH:10]=1.C(N(CC)CC)C. (4) Given the product [CH3:31][O:30][C:11]1[CH:10]=[CH:9][C:8]([S:14][CH3:15])=[CH:7][C:12]=1[B:16]([OH:21])[OH:17], predict the reactants needed to synthesize it. The reactants are: C([Li])CCC.Br[C:7]1[CH:12]=[C:11](C)[CH:10]=[CH:9][C:8]=1[S:14][CH3:15].[B:16](OC(C)C)([O:21]C(C)C)[O:17]C(C)C.Cl.[O:30]1CCC[CH2:31]1. (5) Given the product [ClH:17].[NH2:4][CH:5]([CH:9]1[CH2:16][C:15]2[C:10]1=[CH:11][CH:12]=[CH:13][CH:14]=2)[C:6]([OH:8])=[O:7], predict the reactants needed to synthesize it. The reactants are: C([NH:4][CH:5]([CH:9]1[CH2:16][C:15]2[C:10]1=[CH:11][CH:12]=[CH:13][CH:14]=2)[C:6]([OH:8])=[O:7])(=O)C.[ClH:17]. (6) Given the product [F:45][C:40]1[CH:41]=[CH:42][CH:43]=[CH:44][C:39]=1[C@@:28]1([NH:27][C:63]([NH:62][C:54](=[O:61])[C:55]2[CH:56]=[CH:57][CH:58]=[CH:59][CH:60]=2)=[S:64])[C@H:29]([CH2:37][OH:38])[C@@H:30]([C:33]([F:36])([F:34])[F:35])[O:31][CH2:32]1, predict the reactants needed to synthesize it. The reactants are: C(O[C@@H]([C@H](OC(=O)C1C=CC=CC=1)C(O)=O)C(O)=O)(=O)C1C=CC=CC=1.[NH2:27][C@@:28]1([C:39]2[CH:44]=[CH:43][CH:42]=[CH:41][C:40]=2[F:45])[CH2:32][O:31][C@H:30]([C:33]([F:36])([F:35])[F:34])[C@H:29]1[CH2:37][OH:38].CCOC(C)=O.[OH-].[Na+].[C:54]([N:62]=[C:63]=[S:64])(=[O:61])[C:55]1[CH:60]=[CH:59][CH:58]=[CH:57][CH:56]=1. (7) The reactants are: [C:1]([C:5]1[CH:6]=[CH:7][C:8]2[N:9]([C:22]3[CH:23]=[CH:24][C:25]4[N:26](S(C5C=CC(C)=CC=5)(=O)=O)[C:27]5[C:32]([C:33]=4[CH:34]=3)=[CH:31][CH:30]=[CH:29][CH:28]=5)[C:10]3[C:15]([C:16]=2[CH:17]=1)=[CH:14][C:13]([C:18]([CH3:21])([CH3:20])[CH3:19])=[CH:12][CH:11]=3)([CH3:4])([CH3:3])[CH3:2].[OH-].[K+].O1CCCC1.S(=O)(=O)(O)O. Given the product [C:18]([C:13]1[CH:12]=[CH:11][C:10]2[N:9]([C:22]3[CH:23]=[CH:24][C:25]4[NH:26][C:27]5[C:32]([C:33]=4[CH:34]=3)=[CH:31][CH:30]=[CH:29][CH:28]=5)[C:8]3[C:16]([C:15]=2[CH:14]=1)=[CH:17][C:5]([C:1]([CH3:4])([CH3:3])[CH3:2])=[CH:6][CH:7]=3)([CH3:19])([CH3:20])[CH3:21], predict the reactants needed to synthesize it. (8) Given the product [CH3:1][C:2]1[CH:7]=[C:6]([CH3:8])[CH:5]=[CH:4][C:3]=1[C:13]1[CH:20]=[CH:19][C:16]([CH:17]=[O:18])=[CH:15][CH:14]=1, predict the reactants needed to synthesize it. The reactants are: [CH3:1][C:2]1[CH:7]=[C:6]([CH3:8])[CH:5]=[CH:4][C:3]=1B(O)O.Br[C:13]1[CH:20]=[CH:19][C:16]([CH:17]=[O:18])=[CH:15][CH:14]=1.C(=O)([O-])[O-].[K+].[K+].